From a dataset of Forward reaction prediction with 1.9M reactions from USPTO patents (1976-2016). Predict the product of the given reaction. (1) The product is: [CH3:1][O:2][C:3](=[O:26])[CH2:4][C:5]1[CH:6]=[C:7]([C:13]2[CH:18]=[CH:17][C:16]([C:19]([F:21])([F:20])[F:22])=[CH:15][C:14]=2[CH2:23][N:24]([C:34](=[O:36])[CH3:35])[CH3:25])[C:8]([O:11][CH3:12])=[CH:9][CH:10]=1. Given the reactants [CH3:1][O:2][C:3](=[O:26])[CH2:4][C:5]1[CH:6]=[C:7]([C:13]2[CH:18]=[CH:17][C:16]([C:19]([F:22])([F:21])[F:20])=[CH:15][C:14]=2[CH2:23][NH:24][CH3:25])[C:8]([O:11][CH3:12])=[CH:9][CH:10]=1.C(N(CC)CC)C.[C:34](Cl)(=[O:36])[CH3:35], predict the reaction product. (2) Given the reactants [NH:1]1[CH2:4][CH2:3][C@H:2]1[CH2:5][N:6]([CH:35]([CH3:37])[CH3:36])[C:7]([C:9]1[S:13][C:12]2=[N:14][C@:15]([C:25]3[CH:30]=[CH:29][C:28]([Cl:31])=[CH:27][CH:26]=3)([CH3:24])[C@@H:16]([C:17]3[CH:22]=[CH:21][C:20]([Cl:23])=[CH:19][CH:18]=3)[N:11]2[C:10]=1[CH:32]([CH3:34])[CH3:33])=[O:8].[CH:38](=[O:40])[CH3:39], predict the reaction product. The product is: [Cl:23][C:20]1[CH:19]=[CH:18][C:17]([C@H:16]2[N:11]3[C:12]([S:13][C:9]([C:7]([N:6]([CH2:5][C@@H:2]4[CH2:3][CH2:4][N:1]4[CH2:39][CH2:38][OH:40])[CH:35]([CH3:37])[CH3:36])=[O:8])=[C:10]3[CH:32]([CH3:33])[CH3:34])=[N:14][C@:15]2([C:25]2[CH:26]=[CH:27][C:28]([Cl:31])=[CH:29][CH:30]=2)[CH3:24])=[CH:22][CH:21]=1. (3) Given the reactants [NH2:1][C:2]1[CH:3]=[C:4]2[C:20](=[O:21])[NH:19][N:18]=[CH:17][C:6]3=[C:7]([C:11]4[CH:16]=[CH:15][CH:14]=[CH:13][CH:12]=4)[NH:8][C:9]([CH:10]=1)=[C:5]23.[S:22]1[CH:26]=[CH:25][CH:24]=[C:23]1[CH2:27][CH2:28][CH2:29][C:30](O)=[O:31].C(N(CC)CC)C.F[P-](F)(F)(F)(F)F.N1(OC(N(C)C)=[N+](C)C)C2N=CC=CC=2N=N1, predict the reaction product. The product is: [O:21]=[C:20]1[C:4]2[C:5]3[C:6](=[C:7]([C:11]4[CH:12]=[CH:13][CH:14]=[CH:15][CH:16]=4)[NH:8][C:9]=3[CH:10]=[C:2]([NH:1][C:30](=[O:31])[CH2:29][CH2:28][CH2:27][C:23]3[S:22][CH:26]=[CH:25][CH:24]=3)[CH:3]=2)[CH:17]=[N:18][NH:19]1. (4) Given the reactants Cl.Cl.[CH2:3]([NH:6][C:7]1=[N:8][C:9](=[O:19])[S:10]/[C:11]/1=[CH:12]\[CH:13]1[CH2:18][CH2:17][NH:16][CH2:15][CH2:14]1)[C:4]#[CH:5].C(=O)([O-])[O-].[K+].[K+].C([O:29][C:30]1[CH:35]=[CH:34][C:33]([CH2:36]Br)=[C:32]([C:38]([F:41])([F:40])[F:39])[CH:31]=1)(=O)C.O, predict the reaction product. The product is: [OH:29][C:30]1[CH:35]=[CH:34][C:33]([CH2:36][N:16]2[CH2:17][CH2:18][CH:13](/[CH:12]=[C:11]3/[C:7]([NH:6][CH2:3][C:4]#[CH:5])=[N:8][C:9](=[O:19])[S:10]/3)[CH2:14][CH2:15]2)=[C:32]([C:38]([F:39])([F:40])[F:41])[CH:31]=1.